From a dataset of Full USPTO retrosynthesis dataset with 1.9M reactions from patents (1976-2016). Predict the reactants needed to synthesize the given product. (1) Given the product [CH2:2]([O:4][C:5](=[O:10])[CH:6]([N:7]([C:19](=[O:20])[CH2:18][CH2:17][S:16][C:13](=[O:15])[CH3:14])[CH3:8])[CH3:9])[CH3:3], predict the reactants needed to synthesize it. The reactants are: Cl.[CH2:2]([O:4][C:5](=[O:10])[C@H:6]([CH3:9])[NH:7][CH3:8])[CH3:3].[H-].[Na+].[C:13]([S:16][CH2:17][CH2:18][C:19](Cl)=[O:20])(=[O:15])[CH3:14].C(=O)(O)[O-].[Na+]. (2) Given the product [Cl:17][C:18]1[C:19]([C:7]2[C:12]([F:13])=[CH:11][CH:10]=[C:9]([F:14])[N:8]=2)=[CH:20][C:21]([F:24])=[N:22][CH:23]=1, predict the reactants needed to synthesize it. The reactants are: FC(F)(F)S(O[C:7]1[C:12]([F:13])=[CH:11][CH:10]=[C:9]([F:14])[N:8]=1)(=O)=O.[Cl:17][C:18]1[C:19](B(O)O)=[CH:20][C:21]([F:24])=[N:22][CH:23]=1.C(=O)([O-])[O-].[Na+].[Na+]. (3) Given the product [CH2:2]([O:9][C:10]1[CH:19]=[CH:18][CH:17]=[C:16]2[C:11]=1[CH2:12][CH2:13][CH2:14][CH:15]2[C:20]([N:22]([C:29]1[CH:30]=[N:31][C:32]([CH:35]([CH3:37])[CH3:36])=[CH:33][CH:34]=1)[CH2:23][C:24]1[CH:25]=[N:26][N:27]([CH2:39][C:40]2[CH:45]=[N:44][C:43]([O:46][CH2:47][CH2:48][O:49][CH3:50])=[CH:42][CH:41]=2)[CH:28]=1)=[O:21])[C:3]1[CH:8]=[CH:7][CH:6]=[CH:5][CH:4]=1, predict the reactants needed to synthesize it. The reactants are: Cl.[CH2:2]([O:9][C:10]1[CH:19]=[CH:18][CH:17]=[C:16]2[C:11]=1[CH2:12][CH2:13][CH2:14][CH:15]2[C:20]([N:22]([C:29]1[CH:30]=[N:31][C:32]([CH:35]([CH3:37])[CH3:36])=[CH:33][CH:34]=1)[CH2:23][C:24]1[CH:25]=[N:26][NH:27][CH:28]=1)=[O:21])[C:3]1[CH:8]=[CH:7][CH:6]=[CH:5][CH:4]=1.Cl[CH2:39][C:40]1[CH:41]=[CH:42][C:43]([O:46][CH2:47][CH2:48][O:49][CH3:50])=[N:44][CH:45]=1.